From a dataset of Reaction yield outcomes from USPTO patents with 853,638 reactions. Predict the reaction yield, written as a fraction of the theoretical maximum amount of product (1.0 means a 100% yield; for example, 0.34 means a 34% yield). (1) The reactants are Cl.[CH:2]1[C:6]2([CH2:10][CH2:9][CH2:8][CH2:7]2)[CH2:5][NH:4][N:3]=1.[CH2:11]([N:13]=[C:14]=[S:15])[CH3:12].C(N(C(C)C)CC)(C)C. The catalyst is CO.O. The product is [CH2:11]([NH:13][C:14]([N:3]1[N:4]=[CH:5][C:6]2([CH2:10][CH2:9][CH2:8][CH2:7]2)[CH2:2]1)=[S:15])[CH3:12]. The yield is 0.830. (2) The reactants are [C:1]1([C@H:7]([NH:9][C:10]([N:12]2[C:15](=[O:16])[C@H:14]([S:17][C:18]3[CH:23]=[CH:22][CH:21]=[C:20]([N+:24]([O-])=O)[CH:19]=3)[C@H:13]2[C:27]([O:29][CH2:30][CH3:31])=[O:28])=[O:11])[CH3:8])[CH:6]=[CH:5][CH:4]=[CH:3][CH:2]=1.O.[Sn](Cl)(Cl)(Cl)Cl. The catalyst is C(OCC)(=O)C. The product is [C:1]1([C@H:7]([NH:9][C:10]([N:12]2[C:15](=[O:16])[C@H:14]([S:17][C:18]3[CH:23]=[CH:22][CH:21]=[C:20]([NH2:24])[CH:19]=3)[C@H:13]2[C:27]([O:29][CH2:30][CH3:31])=[O:28])=[O:11])[CH3:8])[CH:2]=[CH:3][CH:4]=[CH:5][CH:6]=1. The yield is 0.720. (3) The product is [ClH:1].[CH2:2]([O:4][C:5]1[CH:12]=[C:11]([O:13][CH3:14])[CH:10]=[CH:9][C:6]=1[C:7](=[NH:8])[O:17][CH2:15][CH3:16])[CH3:3]. The reactants are [ClH:1].[CH2:2]([O:4][C:5]1[CH:12]=[C:11]([O:13][CH3:14])[CH:10]=[CH:9][C:6]=1[C:7]#[N:8])[CH3:3].[CH2:15]([OH:17])[CH3:16]. No catalyst specified. The yield is 0.790. (4) The reactants are [CH2:1]1[C:5]2([CH2:10][CH2:9][O:8][CH2:7][CH2:6]2)[CH2:4][CH:3]([C:11]([O:13][CH2:14][CH3:15])=[O:12])[NH:2]1.C(N(CC)CC)C.[CH2:23]([O:30][C:31](Cl)=[O:32])[C:24]1[CH:29]=[CH:28][CH:27]=[CH:26][CH:25]=1. The yield is 0.290. The product is [CH2:1]1[C:5]2([CH2:10][CH2:9][O:8][CH2:7][CH2:6]2)[CH2:4][C@@H:3]([C:11]([O:13][CH2:14][CH3:15])=[O:12])[N:2]1[C:31]([O:30][CH2:23][C:24]1[CH:29]=[CH:28][CH:27]=[CH:26][CH:25]=1)=[O:32]. The catalyst is ClCCl.